From a dataset of Reaction yield outcomes from USPTO patents with 853,638 reactions. Predict the reaction yield, written as a fraction of the theoretical maximum amount of product (1.0 means a 100% yield; for example, 0.34 means a 34% yield). (1) The reactants are CON(C)[C:4]([C:6]1[CH:7]=[CH:8][C:9]2[N:13]=[C:12]([C:14]3[CH:19]=[CH:18][C:17]([O:20][CH2:21][CH2:22][CH2:23][CH2:24][CH2:25][CH2:26][CH2:27][CH2:28][CH2:29][C:30]#[CH:31])=[CH:16][CH:15]=3)[NH:11][C:10]=2[CH:32]=1)=[O:5].[H-].[Al+3].[Li+].[H-].[H-].[H-]. No catalyst specified. The product is [CH2:21]([O:20][C:17]1[CH:18]=[CH:19][C:14]([C:12]2[NH:11][C:10]3[CH:32]=[C:6]([CH:4]=[O:5])[CH:7]=[CH:8][C:9]=3[N:13]=2)=[CH:15][CH:16]=1)[CH2:22][CH2:23][CH2:24][CH2:25][CH2:26][CH2:27][CH2:28][CH2:29][C:30]#[CH:31]. The yield is 0.600. (2) The reactants are Cl[CH:2]([C:8](=O)[CH2:9][C:10]1[CH:15]=[CH:14][C:13]([Cl:16])=[CH:12][CH:11]=1)[C:3]([O:5][CH2:6][CH3:7])=[O:4].[C:18]([NH2:26])(=[S:25])[C:19]1[CH:24]=[CH:23][N:22]=[CH:21][CH:20]=1. The catalyst is CC(O)C. The product is [Cl:16][C:13]1[CH:14]=[CH:15][C:10]([CH2:9][C:8]2[N:26]=[C:18]([C:19]3[CH:24]=[CH:23][N:22]=[CH:21][CH:20]=3)[S:25][C:2]=2[C:3]([O:5][CH2:6][CH3:7])=[O:4])=[CH:11][CH:12]=1. The yield is 0.360. (3) The reactants are [NH2:1][CH:2]1[CH:7]2[CH:3]1[CH2:4][N:5]([C:8]1[N:32]=[CH:31][C:11]3[N:12]=[CH:13][N:14]=[C:15]([NH:16][C:17]4[CH:22]=[CH:21][C:20]([O:23][C:24]5[CH:29]=[CH:28][CH:27]=[CH:26][CH:25]=5)=[C:19]([CH3:30])[CH:18]=4)[C:10]=3[CH:9]=1)[CH2:6]2.C(N(CC)CC)C.[CH:40]1([C:43](Cl)=[O:44])[CH2:42][CH2:41]1. The catalyst is C(Cl)Cl.C(Cl)(Cl)Cl. The product is [CH3:30][C:19]1[CH:18]=[C:17]([NH:16][C:15]2[C:10]3[CH:9]=[C:8]([N:5]4[CH2:4][CH:3]5[CH:7]([CH:2]5[NH:1][C:43]([CH:40]5[CH2:42][CH2:41]5)=[O:44])[CH2:6]4)[N:32]=[CH:31][C:11]=3[N:12]=[CH:13][N:14]=2)[CH:22]=[CH:21][C:20]=1[O:23][C:24]1[CH:29]=[CH:28][CH:27]=[CH:26][CH:25]=1. The yield is 0.730. (4) The reactants are [Br:1][C:2]1[CH:3]=[C:4]2[C:8](=[CH:9][CH:10]=1)[NH:7][CH:6]=[C:5]2/[C:11](/[C:23]#[N:24])=[CH:12]/[C:13]1[CH:14]=[C:15]([CH:18]=[CH:19][C:20]=1[O:21][CH3:22])[C:16]#[N:17].[CH3:25][O:26][CH2:27][CH2:28][O:29][CH2:30][CH2:31][O:32][CH2:33][C:34](O)=[O:35].C1CN([P+](ON2N=NC3C=CC=CC2=3)(N2CCCC2)N2CCCC2)CC1.F[P-](F)(F)(F)(F)F.C(N(CC)CC)C. The catalyst is O.CN(C=O)C. The product is [Br:1][C:2]1[CH:3]=[C:4]2[C:8](=[CH:9][CH:10]=1)[N:7]([C:34](=[O:35])[CH2:33][O:32][CH2:31][CH2:30][O:29][CH2:28][CH2:27][O:26][CH3:25])[CH:6]=[C:5]2/[C:11](/[C:23]#[N:24])=[CH:12]/[C:13]1[CH:14]=[C:15]([CH:18]=[CH:19][C:20]=1[O:21][CH3:22])[C:16]#[N:17]. The yield is 0.330. (5) The yield is 0.970. The catalyst is C(OC)(C)(C)C.Cl. The reactants are [F:1][C:2]([F:9])([F:8])[C:3]([O:5]CC)=O.C[O-].[Na+].[CH3:13][C:14]([C:16]1[CH:21]=[CH:20][C:19]([F:22])=[CH:18][CH:17]=1)=[O:15]. The product is [F:9][C:2]([F:1])([F:8])[C:3](=[O:5])[CH2:13][C:14]([C:16]1[CH:21]=[CH:20][C:19]([F:22])=[CH:18][CH:17]=1)=[O:15]. (6) The reactants are [C:1](OC(O[C:1]([CH3:4])([CH3:3])[CH3:2])N(C)C)([CH3:4])([CH3:3])[CH3:2].[C:15]([O:19][C:20]([NH:22][C@:23]1([C:33]([OH:35])=[O:34])[C@@H:25]([C:26]2[CH:31]=[CH:30][CH:29]=[CH:28][CH:27]=2)[C@H:24]1[CH3:32])=[O:21])([CH3:18])([CH3:17])[CH3:16].C(=O)([O-])O.[Na+]. The catalyst is C1(C)C=CC=CC=1. The product is [C:1]([O:34][C:33]([C@@:23]1([NH:22][C:20]([O:19][C:15]([CH3:16])([CH3:17])[CH3:18])=[O:21])[C@@H:25]([C:26]2[CH:31]=[CH:30][CH:29]=[CH:28][CH:27]=2)[C@H:24]1[CH3:32])=[O:35])([CH3:4])([CH3:3])[CH3:2]. The yield is 0.990. (7) The reactants are Br[C:2]1[CH:11]=[CH:10][C:5]([C:6]([O:8][CH3:9])=[O:7])=[C:4]([F:12])[CH:3]=1.O.C(OCC)(=O)C.[CH3:20][N:21](C=O)C. The catalyst is [C-]#N.[Zn+2].[C-]#N. The product is [C:20]([C:2]1[CH:11]=[CH:10][C:5]([C:6]([O:8][CH3:9])=[O:7])=[C:4]([F:12])[CH:3]=1)#[N:21]. The yield is 0.840. (8) The reactants are [Br:1][C:2]1[C:11]2[CH2:10][CH2:9][CH2:8][C:7](=[O:12])[C:6]=2[CH:5]=[N:4][CH:3]=1.[BH4-].[Na+].CC(O)=O. The catalyst is CO. The product is [Br:1][C:2]1[C:11]2[CH2:10][CH2:9][CH2:8][CH:7]([OH:12])[C:6]=2[CH:5]=[N:4][CH:3]=1. The yield is 0.920. (9) The catalyst is CO.O.Cl. The yield is 0.700. The reactants are [NH2:1][C:2]1[CH:7]=[CH:6][C:5]([N:8]2[CH2:12][C@H:11]([CH2:13][NH:14][C:15](=[O:17])[CH3:16])[O:10][C:9]2=[O:18])=[CH:4][C:3]=1[F:19].[N:20]([O-])=O.[Na+].Cl[Sn]Cl. The product is [F:19][C:3]1[CH:4]=[C:5]([N:8]2[CH2:12][C@H:11]([CH2:13][NH:14][C:15](=[O:17])[CH3:16])[O:10][C:9]2=[O:18])[CH:6]=[CH:7][C:2]=1[NH:1][NH2:20]. (10) The reactants are [Cl:1][C:2]1[C:3]([CH3:15])=[C:4]([NH:9][CH:10]([CH2:13][CH3:14])[CH2:11][CH3:12])[C:5]([NH2:8])=[N:6][CH:7]=1.[C:16](C1NC=CN=1)(C1NC=CN=1)=[O:17]. The catalyst is C1COCC1. The product is [Cl:1][C:2]1[C:3]([CH3:15])=[C:4]2[N:9]([CH:10]([CH2:13][CH3:14])[CH2:11][CH3:12])[C:16]([OH:17])=[N:8][C:5]2=[N:6][CH:7]=1. The yield is 0.220.